From a dataset of Reaction yield outcomes from USPTO patents with 853,638 reactions. Predict the reaction yield, written as a fraction of the theoretical maximum amount of product (1.0 means a 100% yield; for example, 0.34 means a 34% yield). The reactants are [Cl:1][C:2]1[CH:3]=[N+:4]([O-:51])[CH:5]=[C:6]([Cl:50])[C:7]=1[CH2:8][C@@H:9]([C:35]1[CH:40]=[CH:39][C:38]([O:41][CH:42]([F:44])[F:43])=[C:37]([O:45][CH2:46][CH:47]2[CH2:49][CH2:48]2)[CH:36]=1)[O:10][C:11](=[O:34])[CH2:12][CH2:13][O:14]C(C1C=CC=CC=1)(C1C=CC=CC=1)C1C=CC=CC=1. The catalyst is C(Cl)Cl.Br. The product is [Cl:50][C:6]1[CH:5]=[N+:4]([O-:51])[CH:3]=[C:2]([Cl:1])[C:7]=1[CH2:8][C@@H:9]([C:35]1[CH:40]=[CH:39][C:38]([O:41][CH:42]([F:44])[F:43])=[C:37]([O:45][CH2:46][CH:47]2[CH2:49][CH2:48]2)[CH:36]=1)[O:10][C:11](=[O:34])[CH2:12][CH2:13][OH:14]. The yield is 0.770.